This data is from Forward reaction prediction with 1.9M reactions from USPTO patents (1976-2016). The task is: Predict the product of the given reaction. (1) Given the reactants [Br:1][C:2]1[C:10]2[N:9]=[C:8]([CH3:11])[NH:7][C:6]=2[CH:5]=[C:4]([N:12]2[CH2:17][CH2:16][O:15][CH2:14][CH2:13]2)[CH:3]=1.Br[CH2:19][C:20]1[CH:25]=[CH:24][CH:23]=[C:22]([Cl:26])[CH:21]=1.C(=O)([O-])[O-].[K+].[K+].O, predict the reaction product. The product is: [Br:1][C:2]1[C:10]2[N:9]=[C:8]([CH3:11])[N:7]([CH2:19][C:20]3[CH:25]=[CH:24][CH:23]=[C:22]([Cl:26])[CH:21]=3)[C:6]=2[CH:5]=[C:4]([N:12]2[CH2:17][CH2:16][O:15][CH2:14][CH2:13]2)[CH:3]=1. (2) The product is: [Cl:1][C:2]1[C:7]([C:8]#[N:9])=[C:6]([N:10]2[CH2:13][CH:12]([O:14][CH3:15])[CH2:11]2)[C:5]([O:16][CH2:17][CH3:18])=[C:4]([CH:19]([Cl:29])[CH3:20])[CH:3]=1. Given the reactants [Cl:1][C:2]1[C:7]([C:8]#[N:9])=[C:6]([N:10]2[CH2:13][CH:12]([O:14][CH3:15])[CH2:11]2)[C:5]([O:16][CH2:17][CH3:18])=[C:4]([CH:19](O)[CH3:20])[CH:3]=1.CN(C)C=O.S(Cl)([Cl:29])=O, predict the reaction product. (3) Given the reactants [CH3:1][NH:2][CH3:3].C[Si]([O:8][C:9](=[O:14])/[CH:10]=[CH:11]/[CH2:12]Br)(C)C, predict the reaction product. The product is: [CH3:1][N:2]([CH3:3])[CH2:12]/[CH:11]=[CH:10]/[C:9]([OH:8])=[O:14]. (4) Given the reactants [CH:1]1([C:4]2[NH:8][C:7]3[C:9]([C:15]([NH:17][CH2:18][CH2:19][C:20]4[CH:25]=[CH:24][C:23]([S:26](=[O:29])(=[O:28])[NH2:27])=[CH:22][CH:21]=4)=[O:16])=[CH:10][CH:11]=[C:12]([O:13]C)[C:6]=3[N:5]=2)[CH2:3][CH2:2]1.B(Br)(Br)Br, predict the reaction product. The product is: [CH:1]1([C:4]2[NH:8][C:7]3[C:9]([C:15]([NH:17][CH2:18][CH2:19][C:20]4[CH:21]=[CH:22][C:23]([S:26](=[O:28])(=[O:29])[NH2:27])=[CH:24][CH:25]=4)=[O:16])=[CH:10][CH:11]=[C:12]([OH:13])[C:6]=3[N:5]=2)[CH2:3][CH2:2]1. (5) Given the reactants COC1C=CC(C[N:8]2[CH2:13][CH2:12][N:11]3[C:14]([C:17]4[S:18][CH:19]=[C:20]([CH3:22])[N:21]=4)=[N:15][N:16]=[C:10]3[CH:9]2[CH3:23])=CC=1.C(O)(C(F)(F)F)=O, predict the reaction product. The product is: [CH3:22][C:20]1[N:21]=[C:17]([C:14]2[N:11]3[CH2:12][CH2:13][NH:8][CH:9]([CH3:23])[C:10]3=[N:16][N:15]=2)[S:18][CH:19]=1. (6) Given the reactants [CH3:1][C:2]1([CH3:15])[C:7]2([CH2:12][CH:11]([CH:13]=[O:14])[CH2:10][CH2:9][CH2:8]2)[CH:6]=[CH:5][CH2:4][CH2:3]1.[BH4-].[Na+].[OH-].[Na+], predict the reaction product. The product is: [CH3:1][C:2]1([CH3:15])[C:7]2([CH2:12][CH:11]([CH2:13][OH:14])[CH2:10][CH2:9][CH2:8]2)[CH:6]=[CH:5][CH2:4][CH2:3]1.